This data is from HIV replication inhibition screening data with 41,000+ compounds from the AIDS Antiviral Screen. The task is: Binary Classification. Given a drug SMILES string, predict its activity (active/inactive) in a high-throughput screening assay against a specified biological target. (1) The molecule is O=C1CC2C(CC3OC(=O)C4C3C23COC4(O)C(O)C3)c2occc21. The result is 0 (inactive). (2) The molecule is SCCCSCCSCCCSCCS. The result is 0 (inactive). (3) The compound is CN(C)CCN1N=Nc2cccc3cccc1c23.Cl. The result is 0 (inactive). (4) The compound is COc1ccc(C2=CC(=Cc3ccc(N(CCC#N)CCC#N)cc3)C(=O)O2)cc1. The result is 0 (inactive). (5) The compound is O=C(O)CC[N+]1=CCC(c2ccccc2)(c2ccccc2)O1. The result is 0 (inactive).